Dataset: Full USPTO retrosynthesis dataset with 1.9M reactions from patents (1976-2016). Task: Predict the reactants needed to synthesize the given product. (1) Given the product [Br:1][C:2]1[C:3]([N:20]2[CH2:25][CH2:24][N:23]([S:52]([CH3:55])(=[O:54])=[O:53])[CH2:22][CH2:21]2)=[C:4]2[N:10]=[C:9]([C:11]3[CH:16]=[CH:15][C:14]([N:17]([CH3:19])[CH3:18])=[CH:13][CH:12]=3)[NH:8][C:5]2=[N:6][CH:7]=1, predict the reactants needed to synthesize it. The reactants are: [Br:1][C:2]1[C:3]([N:20]2[CH2:25][CH2:24][N:23](C(NC3C=CC=CC=3)=O)[CH2:22][CH2:21]2)=[C:4]2[N:10]=[C:9]([C:11]3[CH:16]=[CH:15][C:14]([N:17]([CH3:19])[CH3:18])=[CH:13][CH:12]=3)[NH:8][C:5]2=[N:6][CH:7]=1.BrC1C(N2CCN([S:52]([CH3:55])(=[O:54])=[O:53])CC2)=C([N+]([O-])=O)C(N)=NC=1.[O-]S(S([O-])=O)=O.[Na+].[Na+].CN(C1C=CC(C=O)=CC=1)C. (2) Given the product [O:14]1[CH2:13][CH2:12][N:11]([C:10]2[C:5]3[N:6]([C:17]([CH:18]4[CH2:23][CH2:22][N:21]([C:24]([O:26][C:27]([CH3:30])([CH3:29])[CH3:28])=[O:25])[CH2:20][CH2:19]4)=[C:3](/[CH:1]=[CH:31]/[C:32]4[CH:41]=[CH:40][C:39]5[C:34](=[CH:35][CH:36]=[CH:37][CH:38]=5)[N:33]=4)[N:4]=3)[N:7]=[CH:8][CH:9]=2)[CH2:16][CH2:15]1, predict the reactants needed to synthesize it. The reactants are: [CH:1]([C:3]1[N:4]=[C:5]2[C:10]([N:11]3[CH2:16][CH2:15][O:14][CH2:13][CH2:12]3)=[CH:9][CH:8]=[N:7][N:6]2[C:17]=1[CH:18]1[CH2:23][CH2:22][N:21]([C:24]([O:26][C:27]([CH3:30])([CH3:29])[CH3:28])=[O:25])[CH2:20][CH2:19]1)=O.[CH3:31][C:32]1[CH:41]=[CH:40][C:39]2[C:34](=[CH:35][CH:36]=[CH:37][CH:38]=2)[N:33]=1.Br[Si](C)(C)C. (3) Given the product [I:1][C:2]1[N:3]=[CH:4][N:5]([C:13]([C:7]2[CH:12]=[CH:11][CH:10]=[CH:9][CH:8]=2)([C:20]2[CH:21]=[CH:22][CH:23]=[CH:24][CH:25]=2)[C:14]2[CH:15]=[CH:16][CH:17]=[CH:18][CH:19]=2)[CH:6]=1, predict the reactants needed to synthesize it. The reactants are: [I:1][C:2]1[N:3]=[CH:4][NH:5][CH:6]=1.[C:7]1([C:13](Cl)([C:20]2[CH:25]=[CH:24][CH:23]=[CH:22][CH:21]=2)[C:14]2[CH:19]=[CH:18][CH:17]=[CH:16][CH:15]=2)[CH:12]=[CH:11][CH:10]=[CH:9][CH:8]=1.C(OCC)C. (4) Given the product [NH:73]1[CH2:74][CH:49]([CH:48]([OH:53])[C:47]#[C:46][C:14]2[N:15]=[C:16]([C@@H:17]([NH:27][C:28](=[O:45])[CH2:29][N:30]3[C:34]4[C:35]([F:40])([F:39])[C@@H:36]5[CH2:38][C@@H:37]5[C:33]=4[C:32]([C:41]([F:44])([F:42])[F:43])=[N:31]3)[CH2:18][C:19]3[CH:20]=[C:21]([F:26])[CH:22]=[C:23]([F:25])[CH:24]=3)[C:11]([C:8]3[CH:9]=[CH:10][C:2]([Cl:1])=[C:3]4[C:7]=3[N:6]([CH3:61])[N:5]=[C:4]4[NH:62][S:63]([CH3:66])(=[O:64])=[O:65])=[CH:12][CH:13]=2)[CH2:72]1, predict the reactants needed to synthesize it. The reactants are: [Cl:1][C:2]1[CH:10]=[CH:9][C:8]([C:11]2[CH:12]=[CH:13][C:14]([C:46]#[C:47][CH:48]3[O:53]CCN(C(OC(C)(C)C)=O)[CH2:49]3)=[N:15][C:16]=2[C@@H:17]([NH:27][C:28](=[O:45])[CH2:29][N:30]2[C:34]3[C:35]([F:40])([F:39])[C@@H:36]4[CH2:38][C@@H:37]4[C:33]=3[C:32]([C:41]([F:44])([F:43])[F:42])=[N:31]2)[CH2:18][C:19]2[CH:24]=[C:23]([F:25])[CH:22]=[C:21]([F:26])[CH:20]=2)=[C:7]2[C:3]=1[C:4]([NH:62][S:63]([CH3:66])(=[O:65])=[O:64])=[N:5][N:6]2[CH3:61].OC(C1[CH2:74][N:73](C(OC(C)(C)C)=O)[CH2:72]1)C#C. (5) The reactants are: [CH3:1][C:2]([C:8]1[C:13](=[O:14])[C:12]([CH3:15])=[C:11]([CH3:16])[C:10](=[O:17])[C:9]=1[CH3:18])([CH3:7])[CH2:3][C:4]([OH:6])=[O:5].[N+:19]([O-:34])([O:21][C@H:22]([CH3:33])[C@@H:23]([O:29][N+:30]([O-:32])=[O:31])[CH2:24][CH2:25][CH2:26][CH2:27]O)=[O:20].C(Cl)CCl. Given the product [CH3:7][C:2]([C:8]1[C:13](=[O:14])[C:12]([CH3:15])=[C:11]([CH3:16])[C:10](=[O:17])[C:9]=1[CH3:18])([CH3:1])[CH2:3][C:4]([O:6][CH2:27][CH2:26][CH2:25][CH2:24][C@H:23]([O:29][N+:30]([O-:32])=[O:31])[C@H:22]([O:21][N+:19]([O-:34])=[O:20])[CH3:33])=[O:5], predict the reactants needed to synthesize it.